Dataset: Forward reaction prediction with 1.9M reactions from USPTO patents (1976-2016). Task: Predict the product of the given reaction. (1) Given the reactants C1(P(C2C=CC=CC=2)C2C=CC=CC=2)C=CC=CC=1.BrN1C(=O)CCC1=O.[Cl:28][C:29]1[CH:30]=[C:31]([C@@H:39]([CH2:43][CH:44]2[CH2:48][CH2:47][CH2:46][CH2:45]2)[C:40]([OH:42])=O)[CH:32]=[CH:33][C:34]=1[S:35]([CH3:38])(=[O:37])=[O:36].[NH2:49][C:50]1[CH:55]=[CH:54][CH:53]=[CH:52][N:51]=1.N1C=CC=CC=1, predict the reaction product. The product is: [Cl:28][C:29]1[CH:30]=[C:31]([C@@H:39]([CH2:43][CH:44]2[CH2:48][CH2:47][CH2:46][CH2:45]2)[C:40]([NH:49][C:50]2[CH:55]=[CH:54][CH:53]=[CH:52][N:51]=2)=[O:42])[CH:32]=[CH:33][C:34]=1[S:35]([CH3:38])(=[O:36])=[O:37]. (2) Given the reactants Br[C:2]1[CH:7]=[CH:6][C:5]([CH2:8][C:9]([O:11][CH3:12])=[O:10])=[CH:4][CH:3]=1.C([N:16]([CH:19]([CH3:21])C)[CH2:17][CH3:18])(C)C.[C:22]1(C)C=CC=CC=1, predict the reaction product. The product is: [N:16]1[CH:17]=[CH:18][CH:22]=[CH:21][C:19]=1[C:2]1[CH:7]=[CH:6][C:5]([CH2:8][C:9]([O:11][CH3:12])=[O:10])=[CH:4][CH:3]=1. (3) Given the reactants FCC[O:4][C:5](=O)[C:6]1[CH:11]=[CH:10][C:9]([Cl:12])=[C:8]([O:13][CH2:14][CH2:15][F:16])[CH:7]=1.[H-].C([Al+]CC(C)C)C(C)C, predict the reaction product. The product is: [Cl:12][C:9]1[CH:10]=[CH:11][C:6]([CH2:5][OH:4])=[CH:7][C:8]=1[O:13][CH2:14][CH2:15][F:16].